This data is from Forward reaction prediction with 1.9M reactions from USPTO patents (1976-2016). The task is: Predict the product of the given reaction. (1) Given the reactants [OH:1][CH2:2][C@@H:3]([NH:5][C:6](=[O:12])[O:7][C:8]([CH3:11])([CH3:10])[CH3:9])[CH3:4].C(N(CC)CC)C.[CH3:20][S:21](Cl)(=[O:23])=[O:22].O, predict the reaction product. The product is: [CH3:20][S:21]([O:1][CH2:2][C@@H:3]([NH:5][C:6]([O:7][C:8]([CH3:11])([CH3:10])[CH3:9])=[O:12])[CH3:4])(=[O:23])=[O:22]. (2) Given the reactants Cl[C:2]1[C:7]([NH:8][C:9]([C:18]2[CH:23]=[CH:22][N:21]=[CH:20][CH:19]=2)=[CH:10][C:11]2[CH:16]=[CH:15][C:14]([F:17])=[CH:13][CH:12]=2)=[CH:6][CH:5]=[CH:4][N:3]=1.CO.C(Cl)(Cl)Cl.C, predict the reaction product. The product is: [F:17][C:14]1[CH:15]=[CH:16][C:11]([C:10]2[C:2]3=[N:3][CH:4]=[CH:5][CH:6]=[C:7]3[NH:8][C:9]=2[C:18]2[CH:23]=[CH:22][N:21]=[CH:20][CH:19]=2)=[CH:12][CH:13]=1. (3) Given the reactants [CH3:1][C:2]([O:5][C:6]([NH:8][CH2:9][CH2:10][CH2:11][C@H:12]([C:14]([OH:16])=[O:15])[NH2:13])=[O:7])([CH3:4])[CH3:3].[Cl:17][C:18]1[CH:23]=[C:22]([F:24])[CH:21]=[CH:20][C:19]=1[S:25](Cl)(=[O:27])=[O:26].CCN(C(C)C)C(C)C.CC(C)=O, predict the reaction product. The product is: [Cl:17][C:18]1[CH:23]=[C:22]([F:24])[CH:21]=[CH:20][C:19]=1[S:25]([NH:13][C@@H:12]([C:14]([OH:16])=[O:15])[CH2:11][CH2:10][CH2:9][NH:8][C:6]([O:5][C:2]([CH3:1])([CH3:3])[CH3:4])=[O:7])(=[O:27])=[O:26]. (4) Given the reactants [C:1]([O:4][C:5]1([CH2:9][N:10]2[CH:14]=[C:13]([C:15]([CH3:18])([CH3:17])[CH3:16])[S:12]/[C:11]/2=[N:19]\[C:20]([C:22]2[CH:27]=[C:26]([Cl:28])[CH:25]=[CH:24][C:23]=2[O:29][CH3:30])=S)[CH2:8][CH2:7][CH2:6]1)(=[O:3])[CH3:2].C(N(CC)CC)C.[N:38]#[C:39][NH2:40], predict the reaction product. The product is: [C:1]([O:4][C:5]1([CH2:9][N:10]2[CH:14]=[C:13]([C:15]([CH3:18])([CH3:17])[CH3:16])[S:12]/[C:11]/2=[N:19]\[C:20]([C:22]2[CH:27]=[C:26]([Cl:28])[CH:25]=[CH:24][C:23]=2[O:29][CH3:30])=[N:40][C:39]#[N:38])[CH2:8][CH2:7][CH2:6]1)(=[O:3])[CH3:2]. (5) The product is: [NH2:36][C:37]1[O:30][CH:3]([CH2:4][NH:5][C:6]2[C:15]3[C:10](=[CH:11][CH:12]=[C:13]([CH3:16])[CH:14]=3)[N:9]=[C:8]([N:17]3[CH2:23][C:22]4[CH:24]=[CH:25][CH:26]=[CH:27][C:21]=4[S:20](=[O:29])(=[O:28])[CH2:19][CH2:18]3)[CH:7]=2)[CH2:2][N:1]=1. Given the reactants [NH2:1][CH2:2][CH:3]([OH:30])[CH2:4][NH:5][C:6]1[C:15]2[C:10](=[CH:11][CH:12]=[C:13]([CH3:16])[CH:14]=2)[N:9]=[C:8]([N:17]2[CH2:23][C:22]3[CH:24]=[CH:25][CH:26]=[CH:27][C:21]=3[S:20](=[O:29])(=[O:28])[CH2:19][CH2:18]2)[CH:7]=1.C([O-])(=O)C.[K+].[N:36]#[C:37]Br.Cl, predict the reaction product.